This data is from Forward reaction prediction with 1.9M reactions from USPTO patents (1976-2016). The task is: Predict the product of the given reaction. Given the reactants OS(O)(=O)=O.[Br:6][C:7]1[CH:19]=[CH:18][C:10]([C:11]([NH:13][NH:14][C:15](=[S:17])[NH2:16])=O)=[C:9]([F:20])[CH:8]=1.N.O, predict the reaction product. The product is: [Br:6][C:7]1[CH:19]=[CH:18][C:10]([C:11]2[S:17][C:15]([NH2:16])=[N:14][N:13]=2)=[C:9]([F:20])[CH:8]=1.